From a dataset of Forward reaction prediction with 1.9M reactions from USPTO patents (1976-2016). Predict the product of the given reaction. The product is: [ClH:19].[CH2:27]([C:31]1[CH:32]=[CH:33][C:34]([CH2:21][S:20][C:15]2[C:12]3[CH2:13][CH2:14][NH:8][CH2:9][CH2:10][C:11]=3[CH:18]=[CH:17][C:16]=2[Cl:19])=[N:35][CH:36]=1)[CH2:28][CH2:29][CH3:30]. Given the reactants C(OC([N:8]1[CH2:14][CH2:13][C:12]2[C:15]([S:20][C:21](=O)N(C)C)=[C:16]([Cl:19])[CH:17]=[CH:18][C:11]=2[CH2:10][CH2:9]1)=O)(C)(C)C.Cl.[CH2:27]([C:31]1[CH:32]=[CH:33][C:34](CCl)=[N:35][CH:36]=1)[CH2:28][CH2:29][CH3:30], predict the reaction product.